The task is: Predict the reactants needed to synthesize the given product.. This data is from Full USPTO retrosynthesis dataset with 1.9M reactions from patents (1976-2016). (1) Given the product [N:24]([CH2:2][CH2:3][CH2:4][CH2:5][O:6][C:7]1[CH:8]=[CH:9][C:10]2[C:14]([C:15]3[CH:20]=[CH:19][C:18]([Br:21])=[CH:17][CH:16]=3)=[C:13]([CH3:22])[S:12][C:11]=2[CH:23]=1)=[N+:25]=[N-:26], predict the reactants needed to synthesize it. The reactants are: Br[CH2:2][CH2:3][CH2:4][CH2:5][O:6][C:7]1[CH:8]=[CH:9][C:10]2[C:14]([C:15]3[CH:20]=[CH:19][C:18]([Br:21])=[CH:17][CH:16]=3)=[C:13]([CH3:22])[S:12][C:11]=2[CH:23]=1.[N-:24]=[N+:25]=[N-:26].[Na+]. (2) Given the product [ClH:47].[CH:1]1([C:4]#[C:5][C:6]2[S:7][CH:8]=[C:9]([C:11]([NH:13][C:14]3[CH:22]=[C:21]4[C:17]([CH:18]=[N:19][NH:20]4)=[CH:16][C:15]=3[C:31]3[CH:32]=[C:33]4[C:37](=[CH:38][CH:39]=3)[CH2:36][NH:35][CH2:34]4)=[O:12])[N:10]=2)[CH2:3][CH2:2]1, predict the reactants needed to synthesize it. The reactants are: [CH:1]1([C:4]#[C:5][C:6]2[S:7][CH:8]=[C:9]([C:11]([NH:13][C:14]3[CH:22]=[C:21]4[C:17]([CH:18]=[N:19][N:20]4COCC[Si](C)(C)C)=[CH:16][C:15]=3[C:31]3[CH:32]=[C:33]4[C:37](=[CH:38][CH:39]=3)[CH2:36][N:35](C(OC(C)(C)C)=O)[CH2:34]4)=[O:12])[N:10]=2)[CH2:3][CH2:2]1.[ClH:47]. (3) Given the product [CH3:30][N:31]([CH3:37])[C@H:32]1[CH2:36][CH2:35][N:34]([C:15]2[C:14]([C:9]3[O:10][C:11](=[O:13])[C:12]4[C:3]([CH2:1][CH3:2])=[CH:4][C:5]([O:21][CH3:22])=[CH:6][C:7]=4[N:8]=3)=[CH:19][CH:18]=[CH:17][N:16]=2)[CH2:33]1, predict the reactants needed to synthesize it. The reactants are: [CH2:1]([C:3]1[C:12]2[C:11](=[O:13])[O:10][C:9]([C:14]3[C:15](F)=[N:16][CH:17]=[CH:18][CH:19]=3)=[N:8][C:7]=2[CH:6]=[C:5]([O:21][CH3:22])[CH:4]=1)[CH3:2].C(N(CC)CC)C.[CH3:30][N:31]([CH3:37])[C@H:32]1[CH2:36][CH2:35][NH:34][CH2:33]1. (4) Given the product [F:1][C:2]1[CH:23]=[C:22]([F:24])[CH:21]=[CH:20][C:3]=1[O:4][C:5]1[N:10]=[C:9]2[NH:11][N:12]=[C:13]([C:28]3[CH:27]=[C:26]([F:25])[CH:31]=[CH:30][C:29]=3[O:35][CH2:36][CH3:37])[C:8]2=[C:7]([NH:15][CH2:16][C@H:17]([OH:19])[CH3:18])[N:6]=1, predict the reactants needed to synthesize it. The reactants are: [F:1][C:2]1[CH:23]=[C:22]([F:24])[CH:21]=[CH:20][C:3]=1[O:4][C:5]1[N:10]=[C:9]2[NH:11][N:12]=[C:13](I)[C:8]2=[C:7]([NH:15][CH2:16][CH:17]([OH:19])[CH3:18])[N:6]=1.[F:25][C:26]1[CH:27]=[CH:28][C:29]([O:35][CH2:36][CH3:37])=[C:30](B(O)O)[CH:31]=1.[O-]P([O-])([O-])=O.[K+].[K+].[K+]. (5) Given the product [C:13]1([C:10]2[CH:9]=[C:6]3[C:7]([NH2:8])=[N:3][NH:2][C:5]3=[N:12][CH:11]=2)[CH:14]=[CH:15][CH:16]=[CH:17][CH:18]=1, predict the reactants needed to synthesize it. The reactants are: O.[NH2:2][NH2:3].Cl[C:5]1[N:12]=[CH:11][C:10]([C:13]2[CH:18]=[CH:17][CH:16]=[CH:15][CH:14]=2)=[CH:9][C:6]=1[C:7]#[N:8]. (6) Given the product [C:28](/[N:27]=[C:26](\[NH:30][CH3:31])/[NH:1][CH2:2][C@@H:3]1[C@@H:11]([C@@:12]2([CH3:21])[CH2:17][CH2:16][C@H:15]([OH:18])[CH2:14][C@@H:13]2[CH2:19][OH:20])[CH2:10][CH2:9][C:8]2[C:7]([CH3:23])([CH3:22])[CH2:6][CH2:5][C:4]1=2)#[N:29], predict the reactants needed to synthesize it. The reactants are: [NH2:1][CH2:2][C@@H:3]1[C@@H:11]([C@@:12]2([CH3:21])[CH2:17][CH2:16][C@H:15]([OH:18])[CH2:14][C@@H:13]2[CH2:19][OH:20])[CH2:10][CH2:9][C:8]2[C:7]([CH3:23])([CH3:22])[CH2:6][CH2:5][C:4]1=2.C[SH-][C:26](=[N:30][CH3:31])[NH:27][C:28]#[N:29]. (7) Given the product [C:11]1([C:14]2[CH:15]=[CH:16][CH:17]=[CH:18][CH:19]=2)[CH:10]=[CH:9][C:8]([C:6]([CH3:7])=[CH:5][CH2:4][OH:3])=[CH:13][CH:12]=1, predict the reactants needed to synthesize it. The reactants are: C([O:3][C:4](=O)[CH:5]=[C:6]([C:8]1[CH:13]=[CH:12][C:11]([C:14]2[CH:19]=[CH:18][CH:17]=[CH:16][CH:15]=2)=[CH:10][CH:9]=1)[CH3:7])C.[AlH3]. (8) The reactants are: [C:1]1([C:6]2[CH:7]=[C:8]([CH:14]=[CH:15][CH:16]=2)[C:9]([O:11][CH2:12][CH3:13])=[O:10])[CH2:5][CH2:4][CH2:3][CH:2]=1.ClC1C=CC=C(C(OO)=[O:25])C=1. Given the product [C:1]12([C:6]3[CH:7]=[C:8]([CH:14]=[CH:15][CH:16]=3)[C:9]([O:11][CH2:12][CH3:13])=[O:10])[O:25][CH:5]1[CH2:4][CH2:3][CH2:2]2, predict the reactants needed to synthesize it. (9) The reactants are: [CH:1]1([O:6][C:7]2[CH:8]=[C:9]3[C:14](=[CH:15][C:16]=2[O:17][CH3:18])[C:13]([C:19](=[O:28])[C:20]2[CH:25]=[CH:24][CH:23]=[C:22]([O:26][CH3:27])[CH:21]=2)=[N:12][CH:11]=[C:10]3[CH:29]=[O:30])[CH2:5][CH2:4][CH2:3][CH2:2]1.O.P([O-])(O)(O)=[O:33].[Na+].CC(=CC)C.Cl([O-])=O.[Na+]. Given the product [CH:1]1([O:6][C:7]2[CH:8]=[C:9]3[C:14](=[CH:15][C:16]=2[O:17][CH3:18])[C:13]([C:19](=[O:28])[C:20]2[CH:25]=[CH:24][CH:23]=[C:22]([O:26][CH3:27])[CH:21]=2)=[N:12][CH:11]=[C:10]3[C:29]([OH:33])=[O:30])[CH2:2][CH2:3][CH2:4][CH2:5]1, predict the reactants needed to synthesize it.